Dataset: Full USPTO retrosynthesis dataset with 1.9M reactions from patents (1976-2016). Task: Predict the reactants needed to synthesize the given product. (1) Given the product [Cl:23][C:24]1[C:29]([C:30]([N:8]2[CH2:7][CH2:6][N:5]([C:9]([O:11][C:12]([CH3:15])([CH3:14])[CH3:13])=[O:10])[CH2:4][CH:3]2[CH2:2][OH:1])=[O:31])=[C:28]([F:33])[CH:27]=[CH:26][CH:25]=1, predict the reactants needed to synthesize it. The reactants are: [OH:1][CH2:2][CH:3]1[NH:8][CH2:7][CH2:6][N:5]([C:9]([O:11][C:12]([CH3:15])([CH3:14])[CH3:13])=[O:10])[CH2:4]1.C(N(CC)CC)C.[Cl:23][C:24]1[C:29]([C:30](Cl)=[O:31])=[C:28]([F:33])[CH:27]=[CH:26][CH:25]=1.O. (2) The reactants are: Br[CH:2]1[NH:7][CH2:6][CH2:5][N:4]([C:8]2[CH:13]=[CH:12][C:11]([CH3:14])=[CH:10][CH:9]=2)[CH2:3]1.[CH3:15][C:16]([CH3:20])([CH3:19])[CH:17]=[O:18].[CH3:21][N:22]1[CH2:27][CH2:26][NH:25][CH2:24][CH2:23]1. Given the product [CH3:15][C:16]([CH3:20])([C:17]([N:7]1[CH2:6][CH2:5][N:4]([C:8]2[CH:13]=[CH:12][C:11]([CH3:14])=[CH:10][CH:9]=2)[CH2:3][CH2:2]1)=[O:18])[CH2:19][N:25]1[CH2:26][CH2:27][N:22]([CH3:21])[CH2:23][CH2:24]1, predict the reactants needed to synthesize it. (3) Given the product [NH2:16][C:15]1[N:7]([C:1]2[CH:6]=[CH:5][CH:4]=[CH:3][CH:2]=2)[N:8]=[C:13]([CH2:12][C:11]([CH3:20])([OH:10])[CH3:19])[C:14]=1[CH3:17], predict the reactants needed to synthesize it. The reactants are: [C:1]1([NH:7][NH2:8])[CH:6]=[CH:5][CH:4]=[CH:3][CH:2]=1.Cl.[OH:10][C:11]([CH3:20])([CH3:19])[CH2:12][C:13](=O)[CH:14]([CH3:17])[C:15]#[N:16]. (4) Given the product [CH2:13]([C:15]1[CH:20]=[C:19]([C:2]2[CH:7]=[CH:6][N:5]=[C:4]3[NH:8][CH:9]=[C:10]([C:11]#[N:12])[C:3]=23)[CH:18]=[CH:17][CH:16]=1)[CH3:14], predict the reactants needed to synthesize it. The reactants are: Cl[C:2]1[CH:7]=[CH:6][N:5]=[C:4]2[NH:8][CH:9]=[C:10]([C:11]#[N:12])[C:3]=12.[CH2:13]([C:15]1[CH:16]=[C:17](B(O)O)[CH:18]=[CH:19][CH:20]=1)[CH3:14]. (5) Given the product [CH3:20][O:11][C:10](=[O:12])[CH2:9][C:6]1[C:5]2[CH:13]=[CH:14][C:2]([OH:1])=[CH:3][C:4]=2[O:8][CH:7]=1, predict the reactants needed to synthesize it. The reactants are: [OH:1][C:2]1[CH:14]=[CH:13][C:5]2[C:6]([CH2:9][C:10]([OH:12])=[O:11])=[CH:7][O:8][C:4]=2[CH:3]=1.S(=O)(=O)(O)O.[CH3:20]O. (6) Given the product [C:21]1([C:2]2[N:7]=[CH:6][N:5]=[C:4]([N:8]3[CH2:13][CH2:12][N:11]([C:14]([O:16][C:17]([CH3:20])([CH3:19])[CH3:18])=[O:15])[CH2:10][CH2:9]3)[CH:3]=2)[CH:26]=[CH:25][CH:24]=[CH:23][CH:22]=1, predict the reactants needed to synthesize it. The reactants are: Cl[C:2]1[N:7]=[CH:6][N:5]=[C:4]([N:8]2[CH2:13][CH2:12][N:11]([C:14]([O:16][C:17]([CH3:20])([CH3:19])[CH3:18])=[O:15])[CH2:10][CH2:9]2)[CH:3]=1.[C:21]1(OB(O)O)[CH:26]=[CH:25][CH:24]=[CH:23][CH:22]=1.P([O-])([O-])([O-])=O.[K+].[K+].[K+]. (7) Given the product [OH:7][C:8]1[CH:13]=[CH:12][CH:11]=[C:10]([N+:14]([O-:16])=[O:15])[C:9]=1[CH:4]=[O:3], predict the reactants needed to synthesize it. The reactants are: C([O:3][CH:4]1[C:9]2[C:10]([N+:14]([O-:16])=[O:15])=[CH:11][CH:12]=[CH:13][C:8]=2[O:7]CO1)C.Cl.